Dataset: NCI-60 drug combinations with 297,098 pairs across 59 cell lines. Task: Regression. Given two drug SMILES strings and cell line genomic features, predict the synergy score measuring deviation from expected non-interaction effect. (1) Drug 1: CC1C(C(CC(O1)OC2CC(CC3=C2C(=C4C(=C3O)C(=O)C5=C(C4=O)C(=CC=C5)OC)O)(C(=O)C)O)N)O.Cl. Drug 2: CC1CCC2CC(C(=CC=CC=CC(CC(C(=O)C(C(C(=CC(C(=O)CC(OC(=O)C3CCCCN3C(=O)C(=O)C1(O2)O)C(C)CC4CCC(C(C4)OC)O)C)C)O)OC)C)C)C)OC. Cell line: NCI-H322M. Synergy scores: CSS=14.7, Synergy_ZIP=-5.62, Synergy_Bliss=-5.54, Synergy_Loewe=-9.53, Synergy_HSA=-4.31. (2) Cell line: RXF 393. Drug 2: COC1=C2C(=CC3=C1OC=C3)C=CC(=O)O2. Synergy scores: CSS=-6.88, Synergy_ZIP=2.66, Synergy_Bliss=1.09, Synergy_Loewe=-3.96, Synergy_HSA=-3.35. Drug 1: CC1=CC2C(CCC3(C2CCC3(C(=O)C)OC(=O)C)C)C4(C1=CC(=O)CC4)C. (3) Drug 1: CC(C)(C#N)C1=CC(=CC(=C1)CN2C=NC=N2)C(C)(C)C#N. Drug 2: CC(C)NC(=O)C1=CC=C(C=C1)CNNC.Cl. Cell line: IGROV1. Synergy scores: CSS=-2.34, Synergy_ZIP=4.40, Synergy_Bliss=5.42, Synergy_Loewe=-0.0188, Synergy_HSA=-0.0744. (4) Drug 1: CC(CN1CC(=O)NC(=O)C1)N2CC(=O)NC(=O)C2. Drug 2: CC(C)(C#N)C1=CC(=CC(=C1)CN2C=NC=N2)C(C)(C)C#N. Cell line: SK-MEL-28. Synergy scores: CSS=1.87, Synergy_ZIP=-3.75, Synergy_Bliss=-5.47, Synergy_Loewe=-5.06, Synergy_HSA=-5.68. (5) Synergy scores: CSS=38.8, Synergy_ZIP=-0.781, Synergy_Bliss=0.780, Synergy_Loewe=-14.7, Synergy_HSA=0.413. Drug 2: CS(=O)(=O)OCCCCOS(=O)(=O)C. Cell line: NCI-H460. Drug 1: CC1C(C(CC(O1)OC2CC(OC(C2O)C)OC3=CC4=CC5=C(C(=O)C(C(C5)C(C(=O)C(C(C)O)O)OC)OC6CC(C(C(O6)C)O)OC7CC(C(C(O7)C)O)OC8CC(C(C(O8)C)O)(C)O)C(=C4C(=C3C)O)O)O)O. (6) Drug 1: CC1=CC2C(CCC3(C2CCC3(C(=O)C)OC(=O)C)C)C4(C1=CC(=O)CC4)C. Drug 2: CCN(CC)CCNC(=O)C1=C(NC(=C1C)C=C2C3=C(C=CC(=C3)F)NC2=O)C. Cell line: SF-295. Synergy scores: CSS=-1.57, Synergy_ZIP=1.50, Synergy_Bliss=-1.03, Synergy_Loewe=-2.86, Synergy_HSA=-3.87. (7) Synergy scores: CSS=-0.968, Synergy_ZIP=-0.171, Synergy_Bliss=0.146, Synergy_Loewe=-2.07, Synergy_HSA=-2.07. Drug 1: CC1=CC=C(C=C1)C2=CC(=NN2C3=CC=C(C=C3)S(=O)(=O)N)C(F)(F)F. Drug 2: C1CN(P(=O)(OC1)NCCCl)CCCl. Cell line: SW-620. (8) Drug 1: CN(CC1=CN=C2C(=N1)C(=NC(=N2)N)N)C3=CC=C(C=C3)C(=O)NC(CCC(=O)O)C(=O)O. Drug 2: B(C(CC(C)C)NC(=O)C(CC1=CC=CC=C1)NC(=O)C2=NC=CN=C2)(O)O. Cell line: MCF7. Synergy scores: CSS=33.1, Synergy_ZIP=-10.6, Synergy_Bliss=-3.25, Synergy_Loewe=-4.45, Synergy_HSA=-4.25. (9) Drug 1: COC1=CC(=CC(=C1O)OC)C2C3C(COC3=O)C(C4=CC5=C(C=C24)OCO5)OC6C(C(C7C(O6)COC(O7)C8=CC=CS8)O)O. Cell line: MDA-MB-231. Synergy scores: CSS=45.3, Synergy_ZIP=-9.84, Synergy_Bliss=-5.70, Synergy_Loewe=-1.18, Synergy_HSA=0.399. Drug 2: C1=NC2=C(N1)C(=S)N=C(N2)N.